Task: Predict hERG channel inhibition at various concentrations.. Dataset: hERG Central: cardiac toxicity at 1µM, 10µM, and general inhibition (1) The compound is COc1ccc(CNC(=O)CN(Cc2ccc(OC)cc2)C(=O)c2csnn2)cc1. Results: hERG_inhib (hERG inhibition (general)): blocker. (2) The molecule is COc1cccc(C(=O)COc2ccc3c(C)cc(=O)oc3c2)c1. Results: hERG_inhib (hERG inhibition (general)): blocker. (3) The drug is COc1cccc2c(=O)cc(C)n(CC(=O)Nc3cccc(C)c3)c12. Results: hERG_inhib (hERG inhibition (general)): blocker.